Dataset: HIV replication inhibition screening data with 41,000+ compounds from the AIDS Antiviral Screen. Task: Binary Classification. Given a drug SMILES string, predict its activity (active/inactive) in a high-throughput screening assay against a specified biological target. The drug is Oc1ccc(Cc2nccc3cc(O)c(O)cc23)cc1O. The result is 0 (inactive).